From a dataset of Forward reaction prediction with 1.9M reactions from USPTO patents (1976-2016). Predict the product of the given reaction. (1) The product is: [CH2:20]([C:19]([C:16]1[CH:17]=[CH:18][C:13]([C:11]2[CH:12]=[C:7]([CH2:6][C:5]([OH:41])=[O:4])[CH:8]=[N:9][CH:10]=2)=[C:14]([CH3:40])[CH:15]=1)([C:22]1[CH:27]=[CH:26][C:25]([C:28]#[C:29][C:30]2([OH:36])[CH2:35][CH2:34][O:33][CH2:32][CH2:31]2)=[C:24]([CH3:37])[CH:23]=1)[CH2:38][CH3:39])[CH3:21]. Given the reactants [OH-].[Na+].C[O:4][C:5](=[O:41])[CH2:6][C:7]1[CH:8]=[N:9][CH:10]=[C:11]([C:13]2[CH:18]=[CH:17][C:16]([C:19]([CH2:38][CH3:39])([C:22]3[CH:27]=[CH:26][C:25]([C:28]#[C:29][C:30]4([OH:36])[CH2:35][CH2:34][O:33][CH2:32][CH2:31]4)=[C:24]([CH3:37])[CH:23]=3)[CH2:20][CH3:21])=[CH:15][C:14]=2[CH3:40])[CH:12]=1, predict the reaction product. (2) Given the reactants Cl[CH:2]([C:8]([CH3:10])=O)[C:3]([O:5][CH2:6][CH3:7])=[O:4].[C:11]([S-:13])#[N:12].[K+].[CH3:15][O:16][C:17]1[CH:18]=[C:19]([NH2:29])[CH:20]=[CH:21][C:22]=1[N:23]1[CH:27]=[C:26]([CH3:28])[N:25]=[CH:24]1, predict the reaction product. The product is: [CH2:6]([O:5][C:3]([C:2]1[S:13][C:11]([NH:29][C:19]2[CH:20]=[CH:21][C:22]([N:23]3[CH:27]=[C:26]([CH3:28])[N:25]=[CH:24]3)=[C:17]([O:16][CH3:15])[CH:18]=2)=[N:12][C:8]=1[CH3:10])=[O:4])[CH3:7]. (3) The product is: [NH2:15][C:12]1[CH:13]=[CH:14][C:9]([NH:8][C:6]([O:5][C:1]([CH3:4])([CH3:3])[CH3:2])=[O:7])=[C:10]([C:18]#[C:19][C:20]2[CH:21]=[C:22]([NH:26][C:27](=[O:33])[O:28][C:29]([CH3:32])([CH3:31])[CH3:30])[CH:23]=[N:24][CH:25]=2)[CH:11]=1. Given the reactants [C:1]([O:5][C:6]([NH:8][C:9]1[CH:14]=[CH:13][C:12]([N+:15]([O-])=O)=[CH:11][C:10]=1[C:18]#[C:19][C:20]1[CH:21]=[C:22]([NH:26][C:27](=[O:33])[O:28][C:29]([CH3:32])([CH3:31])[CH3:30])[CH:23]=[N:24][CH:25]=1)=[O:7])([CH3:4])([CH3:3])[CH3:2].CO.C(O)(=O)C, predict the reaction product. (4) Given the reactants Cl[C:2]1[C:10]2[C:5](=[CH:6][N:7]=[C:8]([C:11]3[CH:12]=[N:13][N:14]([CH3:16])[CH:15]=3)[CH:9]=2)[N:4]([CH:17]2[CH2:22][CH2:21][CH2:20][CH2:19][O:18]2)[N:3]=1.[F:23][C:24]1[CH:29]=[CH:28][C:27]([O:30][CH3:31])=[CH:26][C:25]=1B1OC(C)(C)C(C)(C)O1.C([O-])(=O)C.[K+].C(=O)([O-])[O-].[Na+].[Na+].ClCCl, predict the reaction product. The product is: [F:23][C:24]1[CH:29]=[CH:28][C:27]([O:30][CH3:31])=[CH:26][C:25]=1[C:2]1[C:10]2[C:5](=[CH:6][N:7]=[C:8]([C:11]3[CH:12]=[N:13][N:14]([CH3:16])[CH:15]=3)[CH:9]=2)[N:4]([CH:17]2[CH2:22][CH2:21][CH2:20][CH2:19][O:18]2)[N:3]=1. (5) Given the reactants Br[C:2]1[CH:7]=[C:6]([F:8])[C:5]([F:9])=[C:4]([N+:10]([O-])=O)[C:3]=1Br.C(N(CC)CC)C.[H][H], predict the reaction product. The product is: [F:9][C:5]1[C:6]([F:8])=[CH:7][CH:2]=[CH:3][C:4]=1[NH2:10]. (6) The product is: [N:1]1([C:5]2[N:10]=[CH:9][C:8]([C:11]3([OH:18])[CH2:16][CH2:15][CH:14]([N:19]4[CH2:23][CH2:22][C@@H:21]([NH:24][C:25](=[O:26])[CH2:27][NH:28][C:29](=[O:40])[C:30]5[CH:35]=[CH:34][CH:33]=[C:32]([C:36]([F:37])([F:39])[F:38])[CH:31]=5)[CH2:20]4)[CH2:13][CH2:12]3)=[CH:7][CH:6]=2)[CH2:4][CH2:3][CH2:2]1. Given the reactants [N:1]1([C:5]2[N:10]=[CH:9][C:8]([C:11]3([OH:18])[CH2:16][CH2:15][C:14](=O)[CH2:13][CH2:12]3)=[CH:7][CH:6]=2)[CH2:4][CH2:3][CH2:2]1.[NH:19]1[CH2:23][CH2:22][C@@H:21]([NH:24][C:25]([CH2:27][NH:28][C:29](=[O:40])[C:30]2[CH:35]=[CH:34][CH:33]=[C:32]([C:36]([F:39])([F:38])[F:37])[CH:31]=2)=[O:26])[CH2:20]1.[BH-](OC(C)=O)(OC(C)=O)OC(C)=O.[Na+].C([O-])([O-])=O.[Na+].[Na+], predict the reaction product. (7) Given the reactants [CH3:1][O:2][C:3](=[O:54])[C@@H:4]([NH:21][C:22]([C@@H:24]1[CH2:33][C:32]2[CH:31]=[C:30]3[O:34][CH2:35][C@H:36]([C:38]4[CH:43]=[CH:42][C:41]([O:44][CH2:45][C:46]5[CH:51]=[CH:50][C:49]([Cl:52])=[C:48]([Cl:53])[CH:47]=5)=[CH:40][CH:39]=4)[O:37][C:29]3=[CH:28][C:27]=2[CH2:26][NH:25]1)=[O:23])[CH2:5][C:6]1[CH:11]=[CH:10][C:9]([O:12][C:13]2[CH:18]=[CH:17][N:16]=[C:15]([CH3:19])[C:14]=2[CH3:20])=[CH:8][CH:7]=1.[N:55]([C@H:58]([C:60]1[CH:65]=[CH:64][CH:63]=[CH:62][CH:61]=1)[CH3:59])=[C:56]=[O:57], predict the reaction product. The product is: [CH3:1][O:2][C:3](=[O:54])[C@@H:4]([NH:21][C:22]([C@@H:24]1[CH2:33][C:32]2[CH:31]=[C:30]3[O:34][CH2:35][C@H:36]([C:38]4[CH:43]=[CH:42][C:41]([O:44][CH2:45][C:46]5[CH:51]=[CH:50][C:49]([Cl:52])=[C:48]([Cl:53])[CH:47]=5)=[CH:40][CH:39]=4)[O:37][C:29]3=[CH:28][C:27]=2[CH2:26][N:25]1[C:56](=[O:57])[NH:55][C@H:58]([C:60]1[CH:65]=[CH:64][CH:63]=[CH:62][CH:61]=1)[CH3:59])=[O:23])[CH2:5][C:6]1[CH:7]=[CH:8][C:9]([O:12][C:13]2[CH:18]=[CH:17][N:16]=[C:15]([CH3:19])[C:14]=2[CH3:20])=[CH:10][CH:11]=1. (8) Given the reactants [N:1]1[C:10]2[C:5](=[CH:6][CH:7]=[CH:8][CH:9]=2)[CH:4]=[C:3]([CH:11]([OH:20])[C:12]2[N:13]=[CH:14][N:15]3[CH:19]=[CH:18][S:17][C:16]=23)[CH:2]=1.[CH2:21]([Sn:25](Cl)([CH2:30][CH2:31][CH2:32][CH3:33])[CH2:26][CH2:27][CH2:28][CH3:29])[CH2:22][CH2:23][CH3:24].C[Si]([N-][Si](C)(C)C)(C)C.[Li+].C1COCC1, predict the reaction product. The product is: [N:1]1[C:10]2[C:5](=[CH:6][CH:7]=[CH:8][CH:9]=2)[CH:4]=[C:3]([C:11]([C:12]2[N:13]=[CH:14][N:15]3[CH:19]=[C:18]([Sn:25]([CH2:26][CH2:27][CH2:28][CH3:29])([CH2:30][CH2:31][CH2:32][CH3:33])[CH2:21][CH2:22][CH2:23][CH3:24])[S:17][C:16]=23)=[O:20])[CH:2]=1. (9) The product is: [F:15][C:16]1[CH:21]=[CH:20][C:19]([S:22]([N:1]2[CH2:2][CH2:3][CH:4]([NH:7][C:8](=[O:14])[O:9][C:10]([CH3:11])([CH3:13])[CH3:12])[CH2:5][CH2:6]2)(=[O:24])=[O:23])=[CH:18][CH:17]=1. Given the reactants [NH:1]1[CH2:6][CH2:5][CH:4]([NH:7][C:8](=[O:14])[O:9][C:10]([CH3:13])([CH3:12])[CH3:11])[CH2:3][CH2:2]1.[F:15][C:16]1[CH:21]=[CH:20][C:19]([S:22](Cl)(=[O:24])=[O:23])=[CH:18][CH:17]=1.C(N(CC)CC)C, predict the reaction product. (10) Given the reactants [Cl:1][C:2]1[C:3]([OH:12])=[CH:4][C:5]([OH:11])=[C:6]([C:9]=1[CH3:10])[CH:7]=[O:8].[CH:13](=[O:25])[CH2:14][CH2:15][CH2:16][CH2:17][CH2:18][CH2:19][CH2:20][CH2:21][CH2:22][CH2:23][CH3:24].O.O.[Cl-].[Ca+2].[Cl-].CO.[OH-].[K+].Cl, predict the reaction product. The product is: [Cl:1][C:2]1[C:3]([OH:12])=[CH:4][C:5]([OH:11])=[C:6]([C:9]=1[CH3:10])[CH:7]=[O:8].[Cl:1][C:2]1[C:3]([OH:12])=[C:4]([CH:13]([OH:25])[CH2:14][CH2:15][CH2:16][CH2:17][CH2:18][CH2:19][CH2:20][CH2:21][CH2:22][CH2:23][CH3:24])[C:5]([OH:11])=[C:6]([C:9]=1[CH3:10])[CH:7]=[O:8].